From a dataset of Catalyst prediction with 721,799 reactions and 888 catalyst types from USPTO. Predict which catalyst facilitates the given reaction. (1) Reactant: CCN(CC)CC.[CH2:8]1[CH:12]2[CH2:13][NH:14][CH2:15][CH:11]2[CH2:10][N:9]1[C:16]([O:18][C:19]([CH3:22])([CH3:21])[CH3:20])=[O:17].Cl[C:24]1[N:28]([C:29]2[CH:34]=[CH:33][CH:32]=[CH:31][CH:30]=2)[N:27]=[N:26][N:25]=1. Product: [C:29]1([N:28]2[C:24]([N:14]3[CH2:13][CH:12]4[CH2:8][N:9]([C:16]([O:18][C:19]([CH3:22])([CH3:21])[CH3:20])=[O:17])[CH2:10][CH:11]4[CH2:15]3)=[N:25][N:26]=[N:27]2)[CH:30]=[CH:31][CH:32]=[CH:33][CH:34]=1. The catalyst class is: 12. (2) Reactant: C([O:3][C:4]([C@H:6]1[C@H:10]([C:11]2[CH:16]=[CH:15][C:14]([Cl:17])=[CH:13][CH:12]=2)[CH2:9][N:8]([CH2:18][C:19]2[CH:24]=[CH:23][CH:22]=[CH:21][CH:20]=2)[CH2:7]1)=[O:5])C.C1COCC1.[OH-].[Na+].Cl. Product: [CH2:18]([N:8]1[CH2:9][CH:10]([C:11]2[CH:12]=[CH:13][C:14]([Cl:17])=[CH:15][CH:16]=2)[CH:6]([C:4]([OH:5])=[O:3])[CH2:7]1)[C:19]1[CH:20]=[CH:21][CH:22]=[CH:23][CH:24]=1. The catalyst class is: 5.